This data is from Forward reaction prediction with 1.9M reactions from USPTO patents (1976-2016). The task is: Predict the product of the given reaction. (1) Given the reactants [CH2:1]([N:3]([CH2:35][CH3:36])[C:4](=[O:34])[C:5]1[CH:10]=[CH:9][C:8]([C:11]([C:18]2[CH:23]=[CH:22][CH:21]=[CH:20][C:19]=2[NH:24][S:25]([C:28]2C=C[CH:31]=[CH:30][CH:29]=2)(=[O:27])=[O:26])=[C:12]2[CH2:17][CH2:16][NH:15][CH2:14][CH2:13]2)=[CH:7][CH:6]=1)[CH3:2].CC(OC(N1CCC(=C(C2C=CC=CC=2N)C2C=CC(C(N(CC)CC)=O)=CC=2)CC1)=O)(C)C.C(S(Cl)(=O)=O)CCC.C(O)(C(F)(F)F)=O, predict the reaction product. The product is: [CH2:28]([S:25]([NH:24][C:19]1[CH:20]=[CH:21][CH:22]=[CH:23][C:18]=1[C:11](=[C:12]1[CH2:13][CH2:14][NH:15][CH2:16][CH2:17]1)[C:8]1[CH:7]=[CH:6][C:5]([C:4]([N:3]([CH2:1][CH3:2])[CH2:35][CH3:36])=[O:34])=[CH:10][CH:9]=1)(=[O:27])=[O:26])[CH2:29][CH2:30][CH3:31]. (2) The product is: [CH2:41]([O:40][C:38](=[O:39])[C:37]([O:35][C:10]1[CH:11]=[CH:12][C:13]([O:14][CH2:15][CH2:16][C:17]2[N:18]=[C:19]([C:23]3[CH:24]=[CH:25][C:26]([C:29]4[CH:30]=[CH:31][CH:32]=[CH:33][CH:34]=4)=[CH:27][CH:28]=3)[O:20][C:21]=2[CH3:22])=[C:8]([CH2:7][CH:1]2[CH2:6][CH2:5][CH2:4][CH2:3][CH2:2]2)[CH:9]=1)([CH3:44])[CH3:43])[CH3:42]. Given the reactants [CH:1]1([CH2:7][C:8]2[CH:9]=[C:10]([OH:35])[CH:11]=[CH:12][C:13]=2[O:14][CH2:15][CH2:16][C:17]2[N:18]=[C:19]([C:23]3[CH:28]=[CH:27][C:26]([C:29]4[CH:34]=[CH:33][CH:32]=[CH:31][CH:30]=4)=[CH:25][CH:24]=3)[O:20][C:21]=2[CH3:22])[CH2:6][CH2:5][CH2:4][CH2:3][CH2:2]1.Br[C:37]([CH3:44])([CH3:43])[C:38]([O:40][CH2:41][CH3:42])=[O:39].C(=O)([O-])[O-].[Cs+].[Cs+], predict the reaction product. (3) Given the reactants [CH:1]1([C@@H:7]([NH:9][C:10]([C:12]2[C:21]3[C:16](=[CH:17][CH:18]=[CH:19][CH:20]=3)[N:15]=[C:14]([C:22]3[S:23][CH:24]=[CH:25][CH:26]=3)[C:13]=2[CH2:27][N:28]2[CH2:33][CH2:32][N:31]([CH2:34][C:35](O)=[O:36])[C:30](=[O:38])[CH2:29]2)=[O:11])[CH3:8])[CH2:6][CH2:5][CH2:4][CH2:3][CH2:2]1.[CH3:39][N:40]1[CH2:45][CH2:44][NH:43][CH2:42][CH2:41]1, predict the reaction product. The product is: [CH:1]1([C@@H:7]([NH:9][C:10]([C:12]2[C:21]3[C:16](=[CH:17][CH:18]=[CH:19][CH:20]=3)[N:15]=[C:14]([C:22]3[S:23][CH:24]=[CH:25][CH:26]=3)[C:13]=2[CH2:27][N:28]2[CH2:33][CH2:32][N:31]([CH2:34][C:35]([N:43]3[CH2:44][CH2:45][N:40]([CH3:39])[CH2:41][CH2:42]3)=[O:36])[C:30](=[O:38])[CH2:29]2)=[O:11])[CH3:8])[CH2:2][CH2:3][CH2:4][CH2:5][CH2:6]1. (4) Given the reactants [CH3:1][O:2][C:3](=[O:27])[CH:4]([NH:14][S:15]([C:18]1[C:19]2[CH:20]=[CH:21][NH:22][C:23]=2[CH:24]=[CH:25][CH:26]=1)(=[O:17])=[O:16])[CH2:5][CH2:6][N:7]1[CH:11]=[CH:10][CH:9]=[C:8]1[C:12]#[N:13].CC(SCC[NH2+]C(CN)=O)=O.C([O-])(C(F)(F)F)=O.C1C(=O)N([Cl:53])C(=O)C1, predict the reaction product. The product is: [CH3:1][O:2][C:3](=[O:27])[CH:4]([NH:14][S:15]([C:18]1[C:19]2[C:20]([Cl:53])=[CH:21][NH:22][C:23]=2[CH:24]=[CH:25][CH:26]=1)(=[O:17])=[O:16])[CH2:5][CH2:6][N:7]1[CH:11]=[CH:10][CH:9]=[C:8]1[C:12]#[N:13]. (5) Given the reactants C(OC(C(F)(F)F)=O)(C(F)(F)F)=O.[C:14]([C:17]1[CH:18]=[C:19]([C:27]2[CH:32]=[C:31]([CH2:33][NH:34][C:35]([C@H:37]3[N:41]([C:42]([O:44][C:45]([CH3:48])([CH3:47])[CH3:46])=[O:43])[C@@H:40]([CH3:49])[C@H:39]([F:50])[CH2:38]3)=[O:36])[C:30]([F:51])=[CH:29][N:28]=2)[CH:20]=[N:21][C:22]=1[C:23]([F:26])([F:25])[F:24])(=O)[NH2:15].C(N(CC)CC)C, predict the reaction product. The product is: [C:14]([C:17]1[CH:18]=[C:19]([C:27]2[CH:32]=[C:31]([CH2:33][NH:34][C:35]([C@H:37]3[N:41]([C:42]([O:44][C:45]([CH3:46])([CH3:47])[CH3:48])=[O:43])[C@@H:40]([CH3:49])[C@H:39]([F:50])[CH2:38]3)=[O:36])[C:30]([F:51])=[CH:29][N:28]=2)[CH:20]=[N:21][C:22]=1[C:23]([F:25])([F:26])[F:24])#[N:15]. (6) Given the reactants Cl.[C:2]([C:5]1[CH:6]=[CH:7][C:8]([CH3:28])=[C:9]([NH:11][C:12](=[O:27])[C:13]2[CH:18]=[CH:17][C:16]([O:19][CH2:20][C:21]3[CH:26]=[CH:25][CH:24]=[CH:23][N:22]=3)=[CH:15][CH:14]=2)[CH:10]=1)(=[NH:4])[NH2:3].Br[CH2:30][C:31]([C:33]1[CH:38]=[CH:37][CH:36]=[CH:35][CH:34]=1)=O, predict the reaction product. The product is: [CH3:28][C:8]1[CH:7]=[CH:6][C:5]([C:2]2[NH:3][CH:30]=[C:31]([C:33]3[CH:38]=[CH:37][CH:36]=[CH:35][CH:34]=3)[N:4]=2)=[CH:10][C:9]=1[NH:11][C:12](=[O:27])[C:13]1[CH:18]=[CH:17][C:16]([O:19][CH2:20][C:21]2[CH:26]=[CH:25][CH:24]=[CH:23][N:22]=2)=[CH:15][CH:14]=1. (7) Given the reactants [NH2:1][CH2:2][C@H:3]1[O:8][CH2:7][C@@H:6]([CH3:9])[N:5]([C:10]2[CH:15]=[C:14](Cl)[N:13]=[C:12]([NH2:17])[N:11]=2)[CH2:4]1.[C:18]([C:20]1[CH:25]=[CH:24][C:23](B(O)O)=[CH:22][C:21]=1[F:29])#[N:19], predict the reaction product. The product is: [NH2:17][C:12]1[N:13]=[C:14]([C:23]2[CH:24]=[CH:25][C:20]([C:18]#[N:19])=[C:21]([F:29])[CH:22]=2)[CH:15]=[C:10]([N:5]2[C@H:6]([CH3:9])[CH2:7][O:8][C@H:3]([CH2:2][NH2:1])[CH2:4]2)[N:11]=1. (8) Given the reactants Cl[C:2]1[CH:7]=[CH:6][C:5]([C:8](=[O:10])[CH3:9])=[CH:4][C:3]=1[N+:11]([O-:13])=[O:12].[NH2:14][C:15]1[CH:20]=[CH:19][C:18]([CH2:21][C@H:22]([OH:24])[CH3:23])=[CH:17][CH:16]=1, predict the reaction product. The product is: [OH:24][C@H:22]([CH3:23])[CH2:21][C:18]1[CH:19]=[CH:20][C:15]([NH:14][C:2]2[CH:7]=[CH:6][C:5]([C:8](=[O:10])[CH3:9])=[CH:4][C:3]=2[N+:11]([O-:13])=[O:12])=[CH:16][CH:17]=1. (9) Given the reactants [CH2:1]1[CH2:10][O:9][CH:8]2[CH:3]([CH2:4][C:5]([C:13]3[CH:18]=[CH:17][CH:16]=[CH:15][CH:14]=3)([C:11]#N)[CH2:6][CH2:7]2)[O:2]1.CC(C[AlH]CC(C)C)C.Cl.C(=O)(O)[O-:30].[Na+], predict the reaction product. The product is: [CH2:1]1[CH2:10][O:9][C:3]2([CH2:8][CH2:7][CH2:6][C:5]([C:13]3[CH:18]=[CH:17][CH:16]=[CH:15][CH:14]=3)([CH:11]=[O:30])[CH2:4]2)[O:2]1. (10) Given the reactants [F:1][C:2]1[CH:7]=[C:6]([O:8][CH3:9])[CH:5]=[CH:4][C:3]=1B(O)O.Br[C:14]1[C:15]([CH3:24])=[CH:16][C:17]([C:20]([O:22][CH3:23])=[O:21])=[N:18][CH:19]=1.C(=O)([O-])[O-].[Cs+].[Cs+], predict the reaction product. The product is: [F:1][C:2]1[CH:7]=[C:6]([O:8][CH3:9])[CH:5]=[CH:4][C:3]=1[C:14]1[C:15]([CH3:24])=[CH:16][C:17]([C:20]([O:22][CH3:23])=[O:21])=[N:18][CH:19]=1.